This data is from Forward reaction prediction with 1.9M reactions from USPTO patents (1976-2016). The task is: Predict the product of the given reaction. Given the reactants C1C=CN=C(C(C2C=CC(OS([O-])(=O)=O)=CC=2)C2C=CC(OS([O-])(=O)=O)=CC=2)C=1.[Na+].[Na+].[O-2].[Mg+2:33].[C:34]([OH:46])(=[O:45])[CH2:35][C:36]([CH2:41][C:42]([OH:44])=[O:43])([C:38]([OH:40])=[O:39])[OH:37], predict the reaction product. The product is: [C:34]([O-:46])(=[O:45])[CH2:35][C:36]([CH2:41][C:42]([O-:44])=[O:43])([C:38]([O-:40])=[O:39])[OH:37].[Mg+2:33].[C:34]([O-:46])(=[O:45])[CH2:35][C:36]([CH2:41][C:42]([O-:44])=[O:43])([C:38]([O-:40])=[O:39])[OH:37].[Mg+2:33].[Mg+2:33].